Dataset: Forward reaction prediction with 1.9M reactions from USPTO patents (1976-2016). Task: Predict the product of the given reaction. (1) Given the reactants [Li]CCCC.[CH3:6][O:7][C:8]([CH:10]1[CH2:15][CH2:14][CH2:13][CH2:12][CH2:11]1)=[O:9].[I:16][CH2:17]I, predict the reaction product. The product is: [CH3:6][O:7][C:8]([C:10]1([CH2:17][I:16])[CH2:15][CH2:14][CH2:13][CH2:12][CH2:11]1)=[O:9]. (2) Given the reactants [CH3:1][C:2]1[NH:3][C:4]2[C:9]([CH:10]=1)=[C:8]([C:11]([F:14])([F:13])[F:12])[C:7]([C:15]#[N:16])=[CH:6][CH:5]=2.[F:17][C:18]([F:33])([F:32])[C:19]1[CH:20]=[C:21]([C:25]2[S:26][C:27]([CH2:30]Cl)=[CH:28][N:29]=2)[CH:22]=[CH:23][CH:24]=1, predict the reaction product. The product is: [CH3:1][C:2]1[N:3]([CH2:30][C:27]2[S:26][C:25]([C:21]3[CH:22]=[CH:23][CH:24]=[C:19]([C:18]([F:33])([F:17])[F:32])[CH:20]=3)=[N:29][CH:28]=2)[C:4]2[C:9]([CH:10]=1)=[C:8]([C:11]([F:12])([F:14])[F:13])[C:7]([C:15]#[N:16])=[CH:6][CH:5]=2.